Dataset: Experimentally validated miRNA-target interactions with 360,000+ pairs, plus equal number of negative samples. Task: Binary Classification. Given a miRNA mature sequence and a target amino acid sequence, predict their likelihood of interaction. (1) The miRNA is hsa-miR-92b-3p with sequence UAUUGCACUCGUCCCGGCCUCC. The protein sequence of the target gene is MAQWEMLQNLDSPFQDQLHQLYSHSLLPVDIRQYLAVWIEDQNWQEAALGSDDSKATMLFFHFLDQLNYECGRCSQDPESLLLQHNLRKFCRDIQPFSQDPTQLAEMIFNLLLEEKRILIQAQRAQLEQGEPVLETPVESQQHEIESRILDLRAMMEKLVKSISQLKDQQDVFCFRYKIQAKGKTPSLDPHQTKEQKILQETLNELDKRRKEVLDASKALLGRLTTLIELLLPKLEEWKAQQQKACIRAPIDHGLEQLETWFTAGAKLLFHLRQLLKELKGLSCLVSYQDDPLTKGVDLR.... Result: 1 (interaction). (2) The miRNA is hsa-miR-3927-3p with sequence CAGGUAGAUAUUUGAUAGGCAU. The protein sequence of the target gene is MVDVGKWPIFTLLSPQEAGSIRKACVFGTSANEAIYVTDNDEVFVFGLNYSNCLGTGDNQSTLVPKKLEALCGKKIKSLSYGSGPHVLLTTEDGVVYAWGHNGYSQLGNGTTNQGIAPVQVCTNLLIKQVIEVACGSHHSMALAADGELFAWGYNNCGQVGSGSTANQPTPRKVTNCLHTKRVVNIACGQTSSMAVLDSGEVYGWGYNGNGQLGLGNNGNQLTPVRVAALHGMCVNQIVCGYAHTLALTDEGLLYAWGANTYGQLGTGSKNNLLSPTQIMVEKERVIEIAACHSTHTSAA.... Result: 0 (no interaction). (3) The miRNA is hsa-miR-301b-5p with sequence GCUCUGACGAGGUUGCACUACU. The protein sequence of the target gene is MAHAPARCPSARGSGDGEMGKPRNVALITGITGQDGSYLAEFLLEKGYEVHGIVRRSSSFNTGRIEHLYKNPQAHIEGNMKLHYGDLTDSTCLVKIINEVKPTEIYNLGAQSHVKISFDLAEYTADVDGVGTLRLLDAVKTCGLINSVKFYQASTSELYGKVQEIPQKETTPFYPRSPYGAAKLYAYWIVVNFREAYNLFAVNGILFNHESPRRGANFVTRKISRSVAKIYLGQLECFSLGNLDAKRDWGHAKDYVEAMWLMLQNDEPEDFVIATGEVHSVREFVEKSFLHIGKTIVWEG.... Result: 0 (no interaction). (4) The miRNA is cel-miR-253-3p with sequence UUAGUAGGCGUUGUGGGAAGGG. The protein sequence of the target gene is MSFSLNFTLPANTTSSPVTGGKETDCGPSLGLAAGIPLLVATALLVALLFTLIHRRRSSIEAMEESDRPCEISEIDDNPKISENPRRSPTHEKNTMGAQEAHIYVKTVAGSEEPVHDRYRPTIEMERRRGLWWLVPRLSLE. Result: 0 (no interaction). (5) The miRNA is hsa-miR-122-5p with sequence UGGAGUGUGACAAUGGUGUUUG. The protein sequence of the target gene is MEGTHCTLQLHKPITELCYISFCLPKGEVRGFSYKGTVTLDRSNKGFHNCYQVREESDIISLSQEPDEHPGDIFFKQTPTKDILTELYKLTTERERLLTNLLSSDHILGITMGNQEGKLQELSVSLAPEDDCFQSAGDWQGELPVGPLNKRSTHGNKKPRRSSGRRESFGALPQKRTKRKGRGGRESAPLMGKDKICSSHSLPLSRTRPNLWVLEEKGNLLPNGALACSLQRRESCPPDIPKTPDTDLGFGSFETAFKDTGLGREVLPPDCSSTEAGGDGIRRPPSGLEHQQTGLSESHQ.... Result: 1 (interaction). (6) The miRNA is hsa-miR-214-3p with sequence ACAGCAGGCACAGACAGGCAGU. The protein sequence of the target gene is MADGSPRPPLYRSVSFKLLERWSGGPGPREEDADTPGLRRRASCRPAAAVPGQPSRRVSKLASGPPAAPAQPRPLRSLSPSVRQLSRRFDAAGLDDDSTGTRDGGCSSGTTEEAAEGSERGAWPSVTEMRKLFGGPSSRRPSMDSEALGSTSPDRVSWEPPTRDPRQPPTPPPRTCFPLAGLRSARPLSGPGIEGRRRRQHQQQERAQRPADGLHSWHSFSQPQAGARASSSSSIASSYPVSRSRAASSSEEEEEGPQSQLGPQSPAYLGGHSSGSDEDPNGEDGRRWRGRGLRPGRSQL.... Result: 0 (no interaction). (7) The miRNA is ath-miR167a-5p with sequence UGAAGCUGCCAGCAUGAUCUA. The protein sequence of the target gene is MKFLLLSTFIFLYSSLALARDKHYFIGITEAVWDYASGTEEKKLISVDTEQSNFYLQNGPDRIGRKYKKALYFEYTDGTFSKTIDKPAWLGFLGPVIKAEVEDKVYVHLKNLASRIYTFHAHGVTYTKEYEGAVYPDNTTDFQRADDKVLPGQQYVYVLHANEPSPGEGDSNCVTRIYHSHVDAPKDIASGLIGPLILCKKGSLYKEKEKNIDQEFVLMFSVVDENLSWYLEDNIKTFCSEPEKVDKDNEDFQESNRMYSINGYTFGSLPGLSMCAADRVKWYLFGMGNEVDVHSAFFHG.... Result: 0 (no interaction). (8) The miRNA is hsa-miR-30a-5p with sequence UGUAAACAUCCUCGACUGGAAG. The protein sequence of the target gene is MEPAVGGPGPLIVNNKQPQPPPPPPPAAAQPPPGAPRAAAGLLPGGKAREFNRNQRKDSEGYSESPDLEFEYADTDKWAAELSELYSYTEGPEFLMNRKCFEEDFRIHVTDKKWTELDTNQHRTHAMRLLDGLEVTAREKRLKVARAILYVAQGTFGECSSEAEVQSWMRYNIFLLLEVGTFNALVELLNMEIDNSAACSSAVRKPAISLADSTDLRVLLNIMYLIVETVHQECEGDKAEWRTMRQTFRAELGSPLYNNEPFAIMLFGMVTKFCSGHAPHFPMKKVLLLLWKTVLCTLGG.... Result: 1 (interaction).